From a dataset of Full USPTO retrosynthesis dataset with 1.9M reactions from patents (1976-2016). Predict the reactants needed to synthesize the given product. (1) Given the product [CH3:1][N:2]1[CH2:7][CH2:6][C:5]2=[C:8]([CH:15]=[O:16])[NH:9][CH:10]=[C:4]2[C:3]1=[O:11], predict the reactants needed to synthesize it. The reactants are: [CH3:1][N:2]1[CH2:7][CH2:6][C:5]2=[CH:8][NH:9][CH:10]=[C:4]2[C:3]1=[O:11].CN([CH:15]=[O:16])C.O=P(Cl)(Cl)Cl. (2) Given the product [F:1][C:2]1[CH:23]=[C:22]([F:24])[CH:21]=[C:20]([F:25])[C:3]=1[O:4][CH:5]1[CH2:10][CH2:9][N:8]([CH2:11][CH2:12][C@H:13]2[CH2:14][CH2:15][C@H:16]([NH:19][C:30]([CH:26]3[CH2:29][CH2:28][CH2:27]3)=[O:31])[CH2:17][CH2:18]2)[CH2:7][CH2:6]1, predict the reactants needed to synthesize it. The reactants are: [F:1][C:2]1[CH:23]=[C:22]([F:24])[CH:21]=[C:20]([F:25])[C:3]=1[O:4][CH:5]1[CH2:10][CH2:9][N:8]([CH2:11][CH2:12][C@H:13]2[CH2:18][CH2:17][C@H:16]([NH2:19])[CH2:15][CH2:14]2)[CH2:7][CH2:6]1.[CH:26]1([C:30](O)=[O:31])[CH2:29][CH2:28][CH2:27]1.